From a dataset of Forward reaction prediction with 1.9M reactions from USPTO patents (1976-2016). Predict the product of the given reaction. (1) Given the reactants [CH2:1]([C@@:4]1([CH3:36])[CH2:9][C@H:8]([C:10]2[CH:15]=[CH:14][CH:13]=[C:12]([Cl:16])[CH:11]=2)[C@@H:7]([C:17]2[CH:22]=[CH:21][C:20]([Cl:23])=[CH:19][CH:18]=2)[N:6]([CH:24]([CH2:33][CH3:34])[C:25]([NH:27][C:28]([CH3:32])([CH3:31])[CH2:29]O)=[O:26])[C:5]1=[O:35])[CH:2]=[CH2:3].C(N(S(F)(F)F)CC)C.C([O-])([O-])=O.[K+].[K+].C([O-])(O)=O.[Na+], predict the reaction product. The product is: [CH2:1]([C@@:4]1([CH3:36])[CH2:9][C@H:8]([C:10]2[CH:15]=[CH:14][CH:13]=[C:12]([Cl:16])[CH:11]=2)[C@@H:7]([C:17]2[CH:22]=[CH:21][C:20]([Cl:23])=[CH:19][CH:18]=2)[N:6]([C@H:24]([C:25]2[O:26][CH2:32][C:28]([CH3:31])([CH3:29])[N:27]=2)[CH2:33][CH3:34])[C:5]1=[O:35])[CH:2]=[CH2:3]. (2) The product is: [CH3:19][N:20]1[CH2:21][CH2:22][CH:23]([N:26]2[CH2:31][CH2:30][N:29]([C:16](=[O:18])[CH2:15][N:12]3[CH:13]=[N:14][C:10]([NH:9][C:7]([C:5]4[S:6][C:2]([Cl:1])=[CH:3][CH:4]=4)=[O:8])=[N:11]3)[CH2:28][CH2:27]2)[CH2:24][CH2:25]1. Given the reactants [Cl:1][C:2]1[S:6][C:5]([C:7]([NH:9][C:10]2[N:14]=[CH:13][N:12]([CH2:15][C:16]([OH:18])=O)[N:11]=2)=[O:8])=[CH:4][CH:3]=1.[CH3:19][N:20]1[CH2:25][CH2:24][CH:23]([N:26]2[CH2:31][CH2:30][NH:29][CH2:28][CH2:27]2)[CH2:22][CH2:21]1, predict the reaction product. (3) Given the reactants [CH:1]1[C:13]2[N:12]([C:14]3[CH:19]=[CH:18][C:17]([C:20](=O)[CH3:21])=[CH:16][CH:15]=3)[C:11]3[C:6](=[CH:7][CH:8]=[CH:9][CH:10]=3)[C:5]=2[CH:4]=[CH:3][CH:2]=1.[Br:23][C:24]1[CH:29]=[CH:28][C:27]([CH:30]=O)=[CH:26][CH:25]=1.P([O-])(O[C:35]1[CH:40]=[CH:39][CH:38]=[CH:37][CH:36]=1)(O[C:35]1[CH:40]=[CH:39][CH:38]=[CH:37][CH:36]=1)=O.C1C(O)=CC=CC=1C.C([N:59](CC)CC)C.CO, predict the reaction product. The product is: [Br:23][C:24]1[CH:29]=[CH:28][C:27]([C:30]2[C:40]3[C:35](=[CH:36][CH:37]=[CH:38][CH:39]=3)[N:59]=[C:20]([C:17]3[CH:16]=[CH:15][C:14]([N:12]4[C:11]5[CH:10]=[CH:9][CH:8]=[CH:7][C:6]=5[C:5]5[C:13]4=[CH:1][CH:2]=[CH:3][CH:4]=5)=[CH:19][CH:18]=3)[CH:21]=2)=[CH:26][CH:25]=1. (4) Given the reactants [Cl:1][C:2]1[CH:3]=[C:4]([CH:9]2[C:18]3[C:13](=[CH:14][CH:15]=[CH:16][CH:17]=3)[C:12](=O)[CH2:11][CH2:10]2)[CH:5]=[CH:6][C:7]=1[Cl:8].[CH:20]([NH2:22])=[O:21], predict the reaction product. The product is: [Cl:1][C:2]1[CH:3]=[C:4]([CH:9]2[C:18]3[C:17](=[CH:16][CH:15]=[CH:14][CH:13]=3)[CH:12]([NH:22][CH:20]=[O:21])[CH2:11][CH2:10]2)[CH:5]=[CH:6][C:7]=1[Cl:8]. (5) Given the reactants [Cl:1][C:2]1[C:3]2[CH:10]=[CH:9][N:8]([CH:11]3[CH2:14][CH:13]([CH2:15][O:16][C:17](=[O:24])[C:18]4[CH:23]=[CH:22][CH:21]=[CH:20][CH:19]=4)[CH2:12]3)[C:4]=2[N:5]=[CH:6][N:7]=1.[I:25]N1C(=O)CCC1=O.CN(C=O)C.C(OCC)(=O)C, predict the reaction product. The product is: [Cl:1][C:2]1[C:3]2[C:10]([I:25])=[CH:9][N:8]([C@@H:11]3[CH2:14][C@H:13]([CH2:15][O:16][C:17](=[O:24])[C:18]4[CH:19]=[CH:20][CH:21]=[CH:22][CH:23]=4)[CH2:12]3)[C:4]=2[N:5]=[CH:6][N:7]=1.